Regression. Given a peptide amino acid sequence and an MHC pseudo amino acid sequence, predict their binding affinity value. This is MHC class I binding data. From a dataset of Peptide-MHC class I binding affinity with 185,985 pairs from IEDB/IMGT. (1) The peptide sequence is RPPNTQTSA. The MHC is HLA-B54:01 with pseudo-sequence HLA-B54:01. The binding affinity (normalized) is 0.331. (2) The peptide sequence is RRVFHGVAK. The MHC is HLA-B27:05 with pseudo-sequence HLA-B27:05. The binding affinity (normalized) is 0.757. (3) The peptide sequence is KFFSYLTL. The MHC is H-2-Kb with pseudo-sequence H-2-Kb. The binding affinity (normalized) is 0.282. (4) The peptide sequence is RRQGNIYPK. The MHC is HLA-B27:05 with pseudo-sequence HLA-B27:05. The binding affinity (normalized) is 0.660. (5) The peptide sequence is GEMLVATSL. The MHC is HLA-B40:01 with pseudo-sequence HLA-B40:01. The binding affinity (normalized) is 0.851. (6) The binding affinity (normalized) is 0.0966. The peptide sequence is ALVYDNKLK. The MHC is HLA-A68:01 with pseudo-sequence HLA-A68:01. (7) The peptide sequence is IPQSLDSWWTSF. The MHC is H-2-Ld with pseudo-sequence H-2-Ld. The binding affinity (normalized) is 0.939. (8) The peptide sequence is MENVYISSY. The MHC is HLA-B15:01 with pseudo-sequence HLA-B15:01. The binding affinity (normalized) is 0.937.